Dataset: Forward reaction prediction with 1.9M reactions from USPTO patents (1976-2016). Task: Predict the product of the given reaction. (1) Given the reactants [F:1][C:2]1[CH:7]=[CH:6][C:5](B(O)O)=[CH:4][CH:3]=1.C(=O)([O-])[O-].[Na+].[Na+].Br[C:18]1[C:19]([N:27]2[CH2:32][CH2:31][N:30]([C:33]([O:35][C:36]([CH3:39])([CH3:38])[CH3:37])=[O:34])[CH2:29][CH2:28]2)=[C:20]2[CH:26]=[CH:25][NH:24][C:21]2=[N:22][CH:23]=1, predict the reaction product. The product is: [F:1][C:2]1[CH:7]=[CH:6][C:5]([C:18]2[C:19]([N:27]3[CH2:32][CH2:31][N:30]([C:33]([O:35][C:36]([CH3:39])([CH3:38])[CH3:37])=[O:34])[CH2:29][CH2:28]3)=[C:20]3[CH:26]=[CH:25][NH:24][C:21]3=[N:22][CH:23]=2)=[CH:4][CH:3]=1. (2) Given the reactants [C:1]1([C:29]2[CH:34]=[CH:33][CH:32]=[CH:31][CH:30]=2)[CH:6]=[CH:5][C:4]([C:7]2[C:26]([F:27])=[CH:25][C:10]3[NH:11][C:12]([O:14][CH:15]4[CH2:20][CH2:19][CH2:18][CH:17]([C:21]([O:23]C)=[O:22])[CH2:16]4)=[N:13][C:9]=3[C:8]=2[F:28])=[CH:3][CH:2]=1.O([Si](C)(C)C)[K], predict the reaction product. The product is: [C:1]1([C:29]2[CH:30]=[CH:31][CH:32]=[CH:33][CH:34]=2)[CH:2]=[CH:3][C:4]([C:7]2[C:26]([F:27])=[CH:25][C:10]3[NH:11][C:12]([O:14][CH:15]4[CH2:20][CH2:19][CH2:18][CH:17]([C:21]([OH:23])=[O:22])[CH2:16]4)=[N:13][C:9]=3[C:8]=2[F:28])=[CH:5][CH:6]=1. (3) Given the reactants [F:1][C:2]([F:29])([F:28])[CH:3]([C:19]1[CH:24]=[C:23]([Cl:25])[C:22]([Cl:26])=[C:21]([Cl:27])[CH:20]=1)/[CH:4]=[CH:5]/[C:6]1[CH:14]=[CH:13][C:9]([C:10]([OH:12])=O)=[C:8]([C:15]([F:18])([F:17])[F:16])[CH:7]=1.S(Cl)(Cl)=O.C(=O)([O-])[O-].[Na+].[Na+].[NH2:40][C:41]1([C:44]([OH:46])=[O:45])[CH2:43][CH2:42]1, predict the reaction product. The product is: [F:29][C:2]([F:28])([F:1])[CH:3]([C:19]1[CH:24]=[C:23]([Cl:25])[C:22]([Cl:26])=[C:21]([Cl:27])[CH:20]=1)/[CH:4]=[CH:5]/[C:6]1[CH:14]=[CH:13][C:9]([C:10]([NH:40][C:41]2([C:44]([OH:46])=[O:45])[CH2:43][CH2:42]2)=[O:12])=[C:8]([C:15]([F:17])([F:18])[F:16])[CH:7]=1. (4) Given the reactants C(Br)[CH:2]=[CH:3][C:4]1[CH:9]=[CH:8][CH:7]=[CH:6][CH:5]=1.[C:11]([OH:20])(=[O:19])[C:12]1[C:13](=[CH:15][CH:16]=[CH:17][CH:18]=1)[SH:14], predict the reaction product. The product is: [CH:2]([S:14][C:13]1[CH:15]=[CH:16][CH:17]=[CH:18][C:12]=1[C:11]([OH:20])=[O:19])=[CH:3][C:4]1[CH:5]=[CH:6][CH:7]=[CH:8][CH:9]=1. (5) Given the reactants COB(OC)OC.C1([C@]2(CO)CCCN2C2C=CC=CC=2)C=CC=CC=1.CSC.B.[Cl:31][CH2:32][C:33]([C:35]1[CH:40]=[CH:39][C:38]([F:41])=[C:37]([F:42])[CH:36]=1)=[O:34], predict the reaction product. The product is: [Cl:31][CH2:32][C@H:33]([C:35]1[CH:40]=[CH:39][C:38]([F:41])=[C:37]([F:42])[CH:36]=1)[OH:34]. (6) Given the reactants [Cl:1][C:2]1[N:7]=[C:6]([O:8][CH2:9][C:10]([F:13])([F:12])[F:11])[N:5]=[C:4]([NH:14][C:15]2[CH:24]=[CH:23][C:18]([C:19]([O:21][CH3:22])=[O:20])=[C:17]([OH:25])[CH:16]=2)[N:3]=1.O[CH2:27][CH2:28][CH2:29][CH2:30][CH2:31][CH2:32][NH:33][C:34](=[O:40])[O:35][C:36]([CH3:39])([CH3:38])[CH3:37].C1(P(C2C=CC=CC=2)C2C=CC=CC=2)C=CC=CC=1.CC(OC(/N=N/C(OC(C)C)=O)=O)C, predict the reaction product. The product is: [C:36]([O:35][C:34]([NH:33][CH2:32][CH2:31][CH2:30][CH2:29][CH2:28][CH2:27][O:25][C:17]1[CH:16]=[C:15]([NH:14][C:4]2[N:3]=[C:2]([Cl:1])[N:7]=[C:6]([O:8][CH2:9][C:10]([F:12])([F:13])[F:11])[N:5]=2)[CH:24]=[CH:23][C:18]=1[C:19]([O:21][CH3:22])=[O:20])=[O:40])([CH3:39])([CH3:38])[CH3:37].